This data is from Full USPTO retrosynthesis dataset with 1.9M reactions from patents (1976-2016). The task is: Predict the reactants needed to synthesize the given product. (1) Given the product [CH2:16]([O:18][C:19]1[N:23]([CH2:24][C:25]2[CH:30]=[CH:29][C:28]([C:31]3[CH:36]=[CH:35][CH:34]=[CH:33][C:32]=3[C:37]3[N:41]([C:42]([C:55]4[CH:56]=[CH:57][CH:58]=[CH:59][CH:60]=4)([C:49]4[CH:54]=[CH:53][CH:52]=[CH:51][CH:50]=4)[C:43]4[CH:48]=[CH:47][CH:46]=[CH:45][CH:44]=4)[N:40]=[N:39][N:38]=3)=[CH:27][CH:26]=2)[C:22]2[C:61]([C:65]([O:67][C:68]([O:70][C:71]([O:10][CH2:9][CH2:8][CH2:7][CH2:6][CH:5]([O:11][N+:12]([O-:14])=[O:13])[CH2:4][O:3][N+:1]([O-:15])=[O:2])=[O:72])([CH3:83])[CH3:69])=[O:66])=[CH:62][CH:63]=[CH:64][C:21]=2[N:20]=1)[CH3:17], predict the reactants needed to synthesize it. The reactants are: [N+:1]([O-:15])([O:3][CH2:4][CH:5]([O:11][N+:12]([O-:14])=[O:13])[CH2:6][CH2:7][CH2:8][CH2:9][OH:10])=[O:2].[CH2:16]([O:18][C:19]1[N:23]([CH2:24][C:25]2[CH:30]=[CH:29][C:28]([C:31]3[CH:36]=[CH:35][CH:34]=[CH:33][C:32]=3[C:37]3[N:41]([C:42]([C:55]4[CH:60]=[CH:59][CH:58]=[CH:57][CH:56]=4)([C:49]4[CH:54]=[CH:53][CH:52]=[CH:51][CH:50]=4)[C:43]4[CH:48]=[CH:47][CH:46]=[CH:45][CH:44]=4)[N:40]=[N:39][N:38]=3)=[CH:27][CH:26]=2)[C:22]2[C:61]([C:65]([O:67][C:68]([CH3:83])([O:70][C:71](OC3C=CC([N+]([O-])=O)=CC=3)=[O:72])[CH3:69])=[O:66])=[CH:62][CH:63]=[CH:64][C:21]=2[N:20]=1)[CH3:17]. (2) Given the product [NH2:6][CH2:5][C:7]1[CH:8]=[C:9]([S:13]([NH:4][CH3:3])(=[O:15])=[O:14])[CH:10]=[CH:11][CH:12]=1, predict the reactants needed to synthesize it. The reactants are: CO.[CH3:3][NH2:4].[C:5]([C:7]1[CH:8]=[C:9]([S:13](Cl)(=[O:15])=[O:14])[CH:10]=[CH:11][CH:12]=1)#[N:6].